Dataset: NCI-60 drug combinations with 297,098 pairs across 59 cell lines. Task: Regression. Given two drug SMILES strings and cell line genomic features, predict the synergy score measuring deviation from expected non-interaction effect. (1) Drug 1: CCC1(CC2CC(C3=C(CCN(C2)C1)C4=CC=CC=C4N3)(C5=C(C=C6C(=C5)C78CCN9C7C(C=CC9)(C(C(C8N6C)(C(=O)OC)O)OC(=O)C)CC)OC)C(=O)OC)O.OS(=O)(=O)O. Drug 2: CC1C(C(CC(O1)OC2CC(CC3=C2C(=C4C(=C3O)C(=O)C5=CC=CC=C5C4=O)O)(C(=O)C)O)N)O. Cell line: DU-145. Synergy scores: CSS=52.0, Synergy_ZIP=-2.45, Synergy_Bliss=-3.42, Synergy_Loewe=-2.30, Synergy_HSA=-1.65. (2) Drug 1: C1CCC(C1)C(CC#N)N2C=C(C=N2)C3=C4C=CNC4=NC=N3. Drug 2: CC1C(C(=O)NC(C(=O)N2CCCC2C(=O)N(CC(=O)N(C(C(=O)O1)C(C)C)C)C)C(C)C)NC(=O)C3=C4C(=C(C=C3)C)OC5=C(C(=O)C(=C(C5=N4)C(=O)NC6C(OC(=O)C(N(C(=O)CN(C(=O)C7CCCN7C(=O)C(NC6=O)C(C)C)C)C)C(C)C)C)N)C. Cell line: EKVX. Synergy scores: CSS=10.2, Synergy_ZIP=7.44, Synergy_Bliss=14.6, Synergy_Loewe=14.5, Synergy_HSA=13.9.